From a dataset of Reaction yield outcomes from USPTO patents with 853,638 reactions. Predict the reaction yield, written as a fraction of the theoretical maximum amount of product (1.0 means a 100% yield; for example, 0.34 means a 34% yield). (1) The reactants are C(P1(=O)OP(CCC)(=O)OP(CCC)(=O)O1)CC.[N:19]1([CH:25]2[CH2:30][CH2:29][N:28]([CH2:31][C:32]3[C:33]([C:52]4[CH:57]=[CH:56][CH:55]=[C:54]([C:58]([F:61])([F:60])[F:59])[CH:53]=4)=[N:34][C:35]4[C:40]([C:41]=3[C:42](O)=[O:43])=[CH:39][C:38]([S:45]([CH2:48][CH3:49])(=[O:47])=[O:46])=[C:37]([O:50][CH3:51])[CH:36]=4)[CH2:27][CH2:26]2)[CH2:24][CH2:23][CH2:22][CH2:21][CH2:20]1.[F:62][C:63]([F:73])([F:72])[C@@H:64]([C:66]1[CH:71]=[CH:70][CH:69]=[CH:68][CH:67]=1)[NH2:65].C(N(CC)C(C)C)(C)C. The catalyst is C(OCC)(=O)C.ClCCl.C([O-])(O)=O.[Na+]. The product is [N:19]1([CH:25]2[CH2:26][CH2:27][N:28]([CH2:31][C:32]3[C:33]([C:52]4[CH:57]=[CH:56][CH:55]=[C:54]([C:58]([F:59])([F:61])[F:60])[CH:53]=4)=[N:34][C:35]4[C:40]([C:41]=3[C:42]([NH:65][C@H:64]([C:66]3[CH:71]=[CH:70][CH:69]=[CH:68][CH:67]=3)[C:63]([F:72])([F:73])[F:62])=[O:43])=[CH:39][C:38]([S:45]([CH2:48][CH3:49])(=[O:47])=[O:46])=[C:37]([O:50][CH3:51])[CH:36]=4)[CH2:29][CH2:30]2)[CH2:24][CH2:23][CH2:22][CH2:21][CH2:20]1. The yield is 0.650. (2) The reactants are [C:1]1(=[O:7])[CH2:6][CH2:5][CH2:4][CH2:3][CH2:2]1.N1C=CC=CC=1.[S:14](O[S:14]([C:17]([F:20])([F:19])[F:18])(=[O:16])=[O:15])([C:17]([F:20])([F:19])[F:18])(=[O:16])=[O:15]. The catalyst is C(Cl)Cl. The product is [C:1]1([O:7][S:14]([C:17]([F:20])([F:19])[F:18])(=[O:16])=[O:15])[CH2:6][CH2:5][CH2:4][CH2:3][CH:2]=1. The yield is 0.420. (3) The reactants are [N:1]1[CH:6]=[CH:5][CH:4]=[CH:3][C:2]=1[S:7](Cl)(=[O:9])=[O:8].[C:11]([O:15][C:16](=[O:35])[NH:17][C@H:18]([C:23](=[O:34])[NH:24][C@H:25]1[CH2:31][CH2:30][C@@H:29]([CH3:32])[NH:28][CH2:27][C@@H:26]1[OH:33])[CH2:19][CH:20]([CH3:22])[CH3:21])([CH3:14])([CH3:13])[CH3:12].C(=O)(O)[O-].[Na+]. The catalyst is C(Cl)Cl.O.CCOC(C)=O. The product is [C:11]([O:15][C:16](=[O:35])[NH:17][C@H:18]([C:23](=[O:34])[NH:24][C@H:25]1[CH2:31][CH2:30][C@@H:29]([CH3:32])[NH:28][CH:27]([S:7]([C:2]2[CH:3]=[CH:4][CH:5]=[CH:6][N:1]=2)(=[O:9])=[O:8])[C@H:26]1[OH:33])[CH2:19][CH:20]([CH3:22])[CH3:21])([CH3:13])([CH3:14])[CH3:12]. The yield is 0.700.